Dataset: Forward reaction prediction with 1.9M reactions from USPTO patents (1976-2016). Task: Predict the product of the given reaction. (1) Given the reactants [CH3:1][NH2:2].[CH3:3][C:4]1[CH:9]=[CH:8][C:7]([C:10]2[N:11]=[C:12]([C:23](O)=[O:24])[N:13]([CH3:22])[C:14]=2[C:15]2[CH:20]=[CH:19][C:18]([CH3:21])=[CH:17][CH:16]=2)=[CH:6][CH:5]=1, predict the reaction product. The product is: [CH3:1][NH:2][C:23]([C:12]1[N:13]([CH3:22])[C:14]([C:15]2[CH:20]=[CH:19][C:18]([CH3:21])=[CH:17][CH:16]=2)=[C:10]([C:7]2[CH:6]=[CH:5][C:4]([CH3:3])=[CH:9][CH:8]=2)[N:11]=1)=[O:24]. (2) Given the reactants [CH3:1][C:2]1[C:7]([CH3:8])=[CH:6][C:5]([NH:9][CH2:10][CH2:11][CH2:12][NH2:13])=[C:4]([N+:14]([O-:16])=[O:15])[CH:3]=1.[CH:17](=O)[C:18]1[CH:23]=[CH:22][CH:21]=[CH:20][CH:19]=1.[BH3-]C#N.[Na+], predict the reaction product. The product is: [CH2:17]([NH:13][CH2:12][CH2:11][CH2:10][NH:9][C:5]1[CH:6]=[C:7]([CH3:8])[C:2]([CH3:1])=[CH:3][C:4]=1[N+:14]([O-:16])=[O:15])[C:18]1[CH:23]=[CH:22][CH:21]=[CH:20][CH:19]=1. (3) Given the reactants [Cl:1][C:2]1[C:11]2[C:6](=[CH:7][CH:8]=[CH:9][CH:10]=2)[C:5]([C:12]([OH:14])=O)=[CH:4][CH:3]=1.CCN(C(C)C)C(C)C.CN(C(ON1N=NC2C=CC=NC1=2)=[N+](C)C)C.F[P-](F)(F)(F)(F)F.[C:48]1([CH:54]([C:56]2([N:61]3[CH2:65][CH2:64][CH2:63][CH2:62]3)[CH2:60][CH2:59][CH2:58][CH2:57]2)[NH2:55])[CH:53]=[CH:52][CH:51]=[CH:50][CH:49]=1, predict the reaction product. The product is: [Cl:1][C:2]1[C:11]2[C:6](=[CH:7][CH:8]=[CH:9][CH:10]=2)[C:5]([C:12]([NH:55][CH:54]([C:48]2[CH:49]=[CH:50][CH:51]=[CH:52][CH:53]=2)[C:56]2([N:61]3[CH2:62][CH2:63][CH2:64][CH2:65]3)[CH2:60][CH2:59][CH2:58][CH2:57]2)=[O:14])=[CH:4][CH:3]=1. (4) The product is: [O:21]1[C:15]2[CH:20]=[CH:19][CH:18]=[CH:17][C:16]=2[CH2:3][CH2:2][NH:1]1. Given the reactants [NH2:1][CH2:2][C:3]12CCCC1C1CC2(CN)CC1.[C:15]1([OH:21])[CH:20]=[CH:19][CH:18]=[CH:17][CH:16]=1.C=O, predict the reaction product.